Dataset: Catalyst prediction with 721,799 reactions and 888 catalyst types from USPTO. Task: Predict which catalyst facilitates the given reaction. Reactant: [Cl:1][C:2]1[N:7]=[C:6]([NH:8][C:9]2[CH:14]=[CH:13][CH:12]=[C:11]([N+:15]([O-:17])=[O:16])[CH:10]=2)[CH:5]=[CH:4][N:3]=1.CCN(C(C)C)C(C)C.Cl[C:28]([O:30][CH2:31][C:32]1[CH:37]=[CH:36][CH:35]=[CH:34][CH:33]=1)=[O:29]. Product: [Cl:1][C:2]1[N:7]=[C:6]([N:8]([C:9]2[CH:14]=[CH:13][CH:12]=[C:11]([N+:15]([O-:17])=[O:16])[CH:10]=2)[C:28](=[O:29])[O:30][CH2:31][C:32]2[CH:37]=[CH:36][CH:35]=[CH:34][CH:33]=2)[CH:5]=[CH:4][N:3]=1. The catalyst class is: 1.